From a dataset of Catalyst prediction with 721,799 reactions and 888 catalyst types from USPTO. Predict which catalyst facilitates the given reaction. Reactant: [Na].Br[C:3]1[S:4][CH:5]=[CH:6][CH:7]=1.[C-]#N.[Na+:10].[CH3:11][OH:12]. Product: [CH3:11][O-:12].[Na+:10].[CH3:11][O:12][C:3]1[S:4][CH:5]=[CH:6][CH:7]=1. The catalyst class is: 6.